The task is: Predict the product of the given reaction.. This data is from Forward reaction prediction with 1.9M reactions from USPTO patents (1976-2016). (1) Given the reactants C[O-].[Na+].C([N:7]1[C:15]2[C:10](=[C:11]([CH3:30])[C:12]([O:16][C@@H:17]3[CH2:22][CH2:21][C@H:20]([N:23]4[C:27](=O)[CH2:26][CH2:25][C:24]4=O)[CH2:19][CH2:18]3)=[CH:13][CH:14]=2)[CH:9]=[N:8]1)(=O)C.[Cl-].[NH4+].[H-].[Al+3].[Li+].[H-].[H-].[H-].[OH-].[Na+], predict the reaction product. The product is: [CH3:30][C:11]1[C:12]([O:16][C@H:17]2[CH2:18][CH2:19][C@@H:20]([N:23]3[CH2:27][CH2:26][CH2:25][CH2:24]3)[CH2:21][CH2:22]2)=[CH:13][CH:14]=[C:15]2[C:10]=1[CH:9]=[N:8][NH:7]2. (2) Given the reactants [F:1][C:2]1[CH:7]=[CH:6][C:5]([NH:8][C:9]2[N:14]3[N:15]=[CH:16][C:17]([C:18](O)=[O:19])=[C:13]3[N:12]=[CH:11][C:10]=2[C:21]([N:23]2[CH2:28][CH2:27][CH:26]([C:29]3[CH:34]=[CH:33][C:32]([F:35])=[CH:31][CH:30]=3)[CH2:25][CH2:24]2)=[O:22])=[CH:4][C:3]=1[CH3:36].[CH2:37]([S:39]([NH2:42])(=[O:41])=[O:40])[CH3:38], predict the reaction product. The product is: [F:1][C:2]1[CH:7]=[CH:6][C:5]([NH:8][C:9]2[N:14]3[N:15]=[CH:16][C:17]([C:18]([NH:42][S:39]([CH2:37][CH3:38])(=[O:41])=[O:40])=[O:19])=[C:13]3[N:12]=[CH:11][C:10]=2[C:21]([N:23]2[CH2:24][CH2:25][CH:26]([C:29]3[CH:34]=[CH:33][C:32]([F:35])=[CH:31][CH:30]=3)[CH2:27][CH2:28]2)=[O:22])=[CH:4][C:3]=1[CH3:36]. (3) Given the reactants C([C@:4]1([OH:19])[C@H:9]([OH:10])[C@@H:8]([CH2:11][OH:12])[O:7]C(C(=O)C)=[C:5]1[C:16](=[O:18])C)(=O)C.[Li+].[Br-].CO.O.C1(C)C=CC(S(O)(=O)=[O:32])=CC=1, predict the reaction product. The product is: [O:12]=[CH:11][C@@H:8]([C@H:9]([C@@H:4]([C@@H:5]([CH2:16][OH:18])[OH:32])[OH:19])[OH:10])[OH:7].